Dataset: Forward reaction prediction with 1.9M reactions from USPTO patents (1976-2016). Task: Predict the product of the given reaction. (1) Given the reactants [CH3:1][O:2][CH2:3][C@@H:4]([NH2:6])[CH3:5].Cl[C:8]([O:10][CH2:11][CH3:12])=[O:9].C(N(CC)CC)C, predict the reaction product. The product is: [CH2:11]([O:10][C:8](=[O:9])[NH:6][C@@H:4]([CH3:5])[CH2:3][O:2][CH3:1])[CH3:12]. (2) The product is: [ClH:1].[F:2][C:3]1[CH:53]=[CH:52][CH:51]=[CH:50][C:4]=1[CH2:5][NH:6][C:7](=[O:49])[CH2:8][CH:9]1[C:15](=[O:16])[N:14]([C:17]2[CH:22]=[CH:21][C:20]([CH2:23][NH2:24])=[CH:19][CH:18]=2)[C:13]2[CH:32]=[CH:33][CH:34]=[CH:35][C:12]=2[N:11]([CH2:36][C:37]2[CH:42]=[CH:41][C:40]([NH:43][S:44]([CH3:47])(=[O:46])=[O:45])=[CH:39][CH:38]=2)[C:10]1=[O:48]. Given the reactants [ClH:1].[F:2][C:3]1[CH:53]=[CH:52][CH:51]=[CH:50][C:4]=1[CH2:5][NH:6][C:7](=[O:49])[CH2:8][CH:9]1[C:15](=[O:16])[N:14]([C:17]2[CH:22]=[CH:21][C:20]([CH2:23][NH:24]C(OC(C)(C)C)=O)=[CH:19][CH:18]=2)[C:13]2[CH:32]=[CH:33][CH:34]=[CH:35][C:12]=2[N:11]([CH2:36][C:37]2[CH:42]=[CH:41][C:40]([NH:43][S:44]([CH3:47])(=[O:46])=[O:45])=[CH:39][CH:38]=2)[C:10]1=[O:48], predict the reaction product. (3) Given the reactants [Br:1][C:2]1[CH:7]=[CH:6][C:5]([C:8](=[O:15])[CH2:9][C:10]([O:12][CH2:13][CH3:14])=[O:11])=[CH:4][CH:3]=1.C1C(=O)N(Br)C(=O)C1.BrC(C(C1C=CC(Br)=CC=1)=O)C(OCC)=O.[C:40]([N:47]1[CH2:54][CH2:53][CH2:52][C@H:48]1[C:49]([OH:51])=[O:50])([O:42][C:43]([CH3:46])([CH3:45])[CH3:44])=[O:41].CCN(C(C)C)C(C)C, predict the reaction product. The product is: [N:47]1([C:40]([O:42][C:43]([CH3:46])([CH3:45])[CH3:44])=[O:41])[CH2:54][CH2:53][CH2:52][CH:48]1[C:49]([O:51][C@H:9]([C:10]([O:12][CH2:13][CH3:14])=[O:11])[C:8]([C:5]1[CH:4]=[CH:3][C:2]([Br:1])=[CH:7][CH:6]=1)=[O:15])=[O:50]. (4) Given the reactants [C:1]([N:4]1[CH2:9][CH2:8][N:7]([CH2:10][C:11]2[CH:12]=[C:13]3[C:18](=[CH:19][CH:20]=2)[CH2:17][CH:16]([N:21]2[C:26](=[O:27])[C:25]4[S:28][C:29](Br)=[CH:30][C:24]=4[N:23]=[CH:22]2)[CH2:15][CH2:14]3)[CH2:6][CH2:5]1)(=[O:3])[CH3:2].[F:32][C:33]1[CH:38]=[CH:37][C:36](B(O)O)=[CH:35][CH:34]=1.C(=O)([O-])[O-].[K+].[K+], predict the reaction product. The product is: [C:1]([N:4]1[CH2:9][CH2:8][N:7]([CH2:10][C:11]2[CH:12]=[C:13]3[C:18](=[CH:19][CH:20]=2)[CH2:17][C@@H:16]([N:21]2[C:26](=[O:27])[C:25]4[S:28][C:29]([C:36]5[CH:37]=[CH:38][C:33]([F:32])=[CH:34][CH:35]=5)=[CH:30][C:24]=4[N:23]=[CH:22]2)[CH2:15][CH2:14]3)[CH2:6][CH2:5]1)(=[O:3])[CH3:2]. (5) Given the reactants [Cl:1][C:2]1[C:11]2[C:6](=[CH:7][C:8]([F:12])=[CH:9][CH:10]=2)[N:5]=[C:4]([C:13]2[CH:18]=[CH:17][CH:16]=[CH:15][C:14]=2[S:19][CH3:20])[C:3]=1[CH3:21].[OH2:22].C[N+]1([O-])CC[O:27]CC1, predict the reaction product. The product is: [Cl:1][C:2]1[C:11]2[C:6](=[CH:7][C:8]([F:12])=[CH:9][CH:10]=2)[N:5]=[C:4]([C:13]2[CH:18]=[CH:17][CH:16]=[CH:15][C:14]=2[S:19]([CH3:20])(=[O:27])=[O:22])[C:3]=1[CH3:21]. (6) Given the reactants Cl[C:2]1[N:11]=[C:10]([NH:12][CH2:13][CH:14]([C:21]2[CH:26]=[CH:25][CH:24]=[CH:23][CH:22]=2)[C:15]2[CH:20]=[CH:19][N:18]=[CH:17][CH:16]=2)[C:9]2[C:4](=[CH:5][CH:6]=[CH:7][CH:8]=2)[N:3]=1.CC1(C)C(C)(C)OB([C:35]2[CH:36]=[N:37][C:38]([NH2:41])=[N:39][CH:40]=2)O1.C(NC1C2C(=CC=CC=2)N=C(C2SC3C=CC=CC=3C=2)N=1)(C1C=CC=CC=1)C1C=CC=CC=1, predict the reaction product. The product is: [NH2:41][C:38]1[N:39]=[CH:40][C:35]([C:2]2[N:11]=[C:10]([NH:12][CH2:13][CH:14]([C:21]3[CH:26]=[CH:25][CH:24]=[CH:23][CH:22]=3)[C:15]3[CH:20]=[CH:19][N:18]=[CH:17][CH:16]=3)[C:9]3[C:4](=[CH:5][CH:6]=[CH:7][CH:8]=3)[N:3]=2)=[CH:36][N:37]=1.